Dataset: Reaction yield outcomes from USPTO patents with 853,638 reactions. Task: Predict the reaction yield, written as a fraction of the theoretical maximum amount of product (1.0 means a 100% yield; for example, 0.34 means a 34% yield). (1) The reactants are [C:1]([C:3]1[C:11]2[C:6](=[CH:7][C:8](C(O)=O)=[CH:9][CH:10]=2)[N:5]([CH2:15][CH3:16])[CH:4]=1)#[N:2].CC[N:19]([CH2:22]C)CC.C1(P(N=[N+]=[N-])(C2C=CC=CC=2)=[O:31])C=CC=CC=1.[C:41]([OH:45])([CH3:44])([CH3:43])[CH3:42]. The catalyst is CCOC(C)=O. The product is [C:1]([C:3]1[C:11]2[C:6](=[CH:7][C:8]([NH:19][C:22](=[O:31])[O:45][C:41]([CH3:44])([CH3:43])[CH3:42])=[CH:9][CH:10]=2)[N:5]([CH2:15][CH3:16])[CH:4]=1)#[N:2]. The yield is 0.650. (2) The reactants are Cl.[CH2:2]([CH:4]([CH2:11][CH3:12])[C@@H:5]([C:7](OC)=[O:8])[NH2:6])[CH3:3].C(OC([NH:23][C@H:24]([CH:28]1[CH2:36][C:35]2[C:30](=[CH:31][CH:32]=[CH:33][CH:34]=2)[CH2:29]1)[C:25]([OH:27])=O)=O)C1C=CC=CC=1.C([O:44][C:45]1[CH:50]=[CH:49][CH:48]=[CH:47][C:46]=1[N+:51]#[C-:52])C1C=CC=CC=1.[CH3:53][C:54]1[N:59]=[CH:58][C:57]([CH:60]=O)=[CH:56][CH:55]=1.C([OH:67])C(F)(F)F. The catalyst is CO.C(N(CC)CC)C. The product is [CH2:36]1[C:35]2[C:30](=[CH:31][CH:32]=[CH:33][CH:34]=2)[CH2:29][CH:28]1[C@H:24]1[NH:23][C:7](=[O:8])[C@@H:5]([CH:4]([CH2:2][CH3:3])[CH2:11][CH3:12])[N:6]([CH:60]([C:57]2[CH:58]=[N:59][C:54]([CH3:53])=[CH:55][CH:56]=2)[C:52]([NH:51][C:46]2[CH:47]=[CH:48][CH:49]=[CH:50][C:45]=2[OH:44])=[O:67])[C:25]1=[O:27]. The yield is 0.228. (3) The catalyst is O.C(O)C. The product is [CH2:6]([C:8]1[C:9]([CH:14]=[N:4][OH:1])=[N:10][CH:11]=[CH:12][N:13]=1)[CH3:7]. The reactants are [OH-:1].[Na+].Cl.[NH2:4]O.[CH2:6]([C:8]1[C:9]([CH:14]=O)=[N:10][CH:11]=[CH:12][N:13]=1)[CH3:7].Cl. The yield is 0.340.